From a dataset of HIV replication inhibition screening data with 41,000+ compounds from the AIDS Antiviral Screen. Binary Classification. Given a drug SMILES string, predict its activity (active/inactive) in a high-throughput screening assay against a specified biological target. (1) The result is 0 (inactive). The molecule is CCOC(=O)C1=NN(c2ccccc2)C(=O)C1=CN1C(=O)CC(=O)NC1=S. (2) The compound is CC12CCC3c4ccc(OC(=O)N(CCCl)CCCl)cc4CCC3C1CCC2O. The result is 0 (inactive). (3) The molecule is COc1cc(N(C)C)c(OC)cc1C=C1C=Cc2ccccc21. The result is 0 (inactive). (4) The molecule is COc1cc2c(cc1OC)-c1cc3ccc(OC)c(OC)c3c[n+]1CC2. The result is 0 (inactive).